From a dataset of Reaction yield outcomes from USPTO patents with 853,638 reactions. Predict the reaction yield, written as a fraction of the theoretical maximum amount of product (1.0 means a 100% yield; for example, 0.34 means a 34% yield). The reactants are [CH2:1]([O:3][CH:4]([O:7][CH2:8][CH3:9])[CH2:5][NH2:6])[CH3:2].[CH:10](=O)[C:11]1[CH:16]=[CH:15][CH:14]=[CH:13][CH:12]=1. No catalyst specified. The product is [CH2:10]([NH:6][CH2:5][CH:4]([O:7][CH2:8][CH3:9])[O:3][CH2:1][CH3:2])[C:11]1[CH:16]=[CH:15][CH:14]=[CH:13][CH:12]=1. The yield is 0.420.